Regression. Given two drug SMILES strings and cell line genomic features, predict the synergy score measuring deviation from expected non-interaction effect. From a dataset of NCI-60 drug combinations with 297,098 pairs across 59 cell lines. (1) Drug 1: C1CC(=O)NC(=O)C1N2C(=O)C3=CC=CC=C3C2=O. Drug 2: C1C(C(OC1N2C=NC(=NC2=O)N)CO)O. Cell line: BT-549. Synergy scores: CSS=10.4, Synergy_ZIP=-3.23, Synergy_Bliss=0.746, Synergy_Loewe=-0.561, Synergy_HSA=2.02. (2) Drug 1: C1=NC2=C(N=C(N=C2N1C3C(C(C(O3)CO)O)F)Cl)N. Drug 2: CC1=C2C(C(=O)C3(C(CC4C(C3C(C(C2(C)C)(CC1OC(=O)C(C(C5=CC=CC=C5)NC(=O)C6=CC=CC=C6)O)O)OC(=O)C7=CC=CC=C7)(CO4)OC(=O)C)O)C)OC(=O)C. Cell line: NCI-H226. Synergy scores: CSS=18.6, Synergy_ZIP=-5.78, Synergy_Bliss=3.02, Synergy_Loewe=-4.13, Synergy_HSA=1.81. (3) Drug 1: CC1=CC=C(C=C1)C2=CC(=NN2C3=CC=C(C=C3)S(=O)(=O)N)C(F)(F)F. Drug 2: C1CC(=O)NC(=O)C1N2C(=O)C3=CC=CC=C3C2=O. Cell line: HCT116. Synergy scores: CSS=-4.18, Synergy_ZIP=3.20, Synergy_Bliss=7.33, Synergy_Loewe=-2.94, Synergy_HSA=-2.44. (4) Synergy scores: CSS=49.9, Synergy_ZIP=-0.0419, Synergy_Bliss=-0.0961, Synergy_Loewe=1.56, Synergy_HSA=4.33. Drug 2: N.N.Cl[Pt+2]Cl. Cell line: LOX IMVI. Drug 1: CCC1(CC2CC(C3=C(CCN(C2)C1)C4=CC=CC=C4N3)(C5=C(C=C6C(=C5)C78CCN9C7C(C=CC9)(C(C(C8N6C=O)(C(=O)OC)O)OC(=O)C)CC)OC)C(=O)OC)O.OS(=O)(=O)O.